This data is from Full USPTO retrosynthesis dataset with 1.9M reactions from patents (1976-2016). The task is: Predict the reactants needed to synthesize the given product. (1) Given the product [Br:19][C:20]([CH3:25])([CH3:24])[C:21]([NH:1][C:2]1[CH:3]=[CH:4][C:5]([OH:11])=[C:6]([CH:10]=1)[C:7]([OH:9])=[O:8])=[O:22], predict the reactants needed to synthesize it. The reactants are: [NH2:1][C:2]1[CH:3]=[CH:4][C:5]([OH:11])=[C:6]([CH:10]=1)[C:7]([OH:9])=[O:8].C(N(CC)CC)C.[Br:19][C:20]([CH3:25])([CH3:24])[C:21](Br)=[O:22]. (2) Given the product [CH2:42]1[C@@H:47]2[C@H:48]([CH2:10][N:11]3[CH2:16][CH2:15][CH:14]([NH:17][C:18]([C:20]4[NH:21][C:22]5[C:27]([CH:28]=4)=[C:26]([O:29][CH2:30][C:31]4[C:35]6[CH:36]=[C:37]([Cl:40])[CH:38]=[CH:39][C:34]=6[O:33][CH:32]=4)[CH:25]=[CH:24][CH:23]=5)=[O:19])[CH2:13][CH2:12]3)[CH2:49][CH2:50][CH2:51][N:46]2[CH2:45][CH2:44][O:43]1, predict the reactants needed to synthesize it. The reactants are: OC1C(O)CCN(C(C)[CH2:10][N:11]2[CH2:16][CH2:15][CH:14]([NH:17][C:18]([C:20]3[NH:21][C:22]4[C:27]([CH:28]=3)=[C:26]([O:29][CH2:30][C:31]3[C:35]5[CH:36]=[C:37]([Cl:40])[CH:38]=[CH:39][C:34]=5[O:33][CH:32]=3)[CH:25]=[CH:24][CH:23]=4)=[O:19])[CH2:13][CH2:12]2)C1.[CH2:42]1[CH:47]2[CH:48](CO)[CH2:49][CH2:50][CH2:51][N:46]2[CH2:45][CH2:44][O:43]1. (3) Given the product [CH:37]([N:35]1[CH:36]=[C:32]([C:27]2[C:28]([NH2:31])=[N:29][CH:30]=[C:25]([C:9]3[CH:10]=[CH:11][C:12]([CH2:15][CH2:16][N:17]4[CH2:18][CH2:19][O:20][CH2:21][CH2:22]4)=[CH:13][CH:14]=3)[CH:26]=2)[N:33]=[N:34]1)([CH3:39])[CH3:38], predict the reactants needed to synthesize it. The reactants are: CC1(C)C(C)(C)OB([C:9]2[CH:14]=[CH:13][C:12]([CH2:15][CH2:16][N:17]3[CH2:22][CH2:21][O:20][CH2:19][CH2:18]3)=[CH:11][CH:10]=2)O1.Br[C:25]1[CH:26]=[C:27]([C:32]2[N:33]=[N:34][N:35]([CH:37]([CH3:39])[CH3:38])[CH:36]=2)[C:28]([NH2:31])=[N:29][CH:30]=1.C([O-])([O-])=O.[Cs+].[Cs+].N#N. (4) Given the product [F:8][C:6]1[CH:5]=[CH:4][C:3]2[N:9]=[C:19]([CH3:20])[N:18]([C:12]3[CH:17]=[CH:16][CH:15]=[CH:14][CH:13]=3)[C:2]=2[CH:7]=1, predict the reactants needed to synthesize it. The reactants are: Br[C:2]1[CH:7]=[C:6]([F:8])[CH:5]=[CH:4][C:3]=1[N+:9]([O-])=O.[C:12]1([NH:18][C:19](=O)[CH3:20])[CH:17]=[CH:16][CH:15]=[CH:14][CH:13]=1. (5) Given the product [F:22][C:13]1[C:12]([N:11]2[C:6]3[CH:7]=[CH:8][CH:9]=[CH:10][C:5]=3[N:4]=[C:1]2[CH3:2])=[CH:21][CH:20]=[CH:19][C:14]=1[C:15]([O:17][CH3:18])=[O:16], predict the reactants needed to synthesize it. The reactants are: [C:1]([NH:4][C:5]1[CH:10]=[CH:9][CH:8]=[CH:7][C:6]=1[NH:11][C:12]1[C:13]([F:22])=[C:14]([CH:19]=[CH:20][CH:21]=1)[C:15]([O:17][CH3:18])=[O:16])(=O)[CH3:2].